From a dataset of Peptide-MHC class I binding affinity with 185,985 pairs from IEDB/IMGT. Regression. Given a peptide amino acid sequence and an MHC pseudo amino acid sequence, predict their binding affinity value. This is MHC class I binding data. (1) The peptide sequence is SQISNTEMY. The MHC is HLA-A30:02 with pseudo-sequence HLA-A30:02. The binding affinity (normalized) is 0.936. (2) The peptide sequence is LTARGLLNM. The binding affinity (normalized) is 0.757. The MHC is Mamu-A02 with pseudo-sequence Mamu-A02.